This data is from Catalyst prediction with 721,799 reactions and 888 catalyst types from USPTO. The task is: Predict which catalyst facilitates the given reaction. (1) Reactant: [Cl:1][C:2]1[CH:27]=[CH:26][CH:25]=[CH:24][C:3]=1[CH2:4][NH:5][C:6]1[NH:10][C:9]2[C:11]3[CH2:12][C:13]([CH3:23])([CH3:22])[O:14][C:15]=3[C:16]([C:18](OC)=[O:19])=[CH:17][C:8]=2[N:7]=1.[F:28][C:29]1[CH:35]=[CH:34][C:33]([C:36]([F:39])([F:38])[F:37])=[CH:32][C:30]=1[NH2:31].C[Al](C)C. Product: [Cl:1][C:2]1[CH:27]=[CH:26][CH:25]=[CH:24][C:3]=1[CH2:4][NH:5][C:6]1[NH:10][C:9]2[C:11]3[CH2:12][C:13]([CH3:23])([CH3:22])[O:14][C:15]=3[C:16]([C:18]([NH:31][C:30]3[CH:32]=[C:33]([C:36]([F:37])([F:38])[F:39])[CH:34]=[CH:35][C:29]=3[F:28])=[O:19])=[CH:17][C:8]=2[N:7]=1. The catalyst class is: 11. (2) Reactant: O1CCCC1.Cl.[F:7][C:8]1[CH:13]=[CH:12][C:11]([C:14]2[CH2:15][CH2:16][NH:17][CH2:18][CH:19]=2)=[CH:10][CH:9]=1.C(=O)([O-])[O-].[Na+].[Na+].[Cl:26][C:27]1[N:32]=[C:31](Cl)[N:30]=[CH:29][N:28]=1. Product: [Cl:26][C:27]1[N:32]=[C:31]([N:17]2[CH2:16][CH2:15][C:14]([C:11]3[CH:12]=[CH:13][C:8]([F:7])=[CH:9][CH:10]=3)=[CH:19][CH2:18]2)[N:30]=[CH:29][N:28]=1. The catalyst class is: 84. (3) Reactant: Cl.Cl.[CH3:3][C@H:4]1[C:12]2[C:11]([N:13]3[CH2:18][CH2:17][NH:16][CH2:15][C@@H:14]3[CH3:19])=[N:10][CH:9]=[N:8][C:7]=2[CH2:6][CH2:5]1.C(N(CC)CC)C.[C:27]([O:31][C:32]([NH:34][C@H:35]([CH2:39][C:40]1[CH:45]=[CH:44][C:43]([Cl:46])=[C:42]([F:47])[CH:41]=1)[C:36](O)=[O:37])=[O:33])([CH3:30])([CH3:29])[CH3:28].CN(C(ON1N=NC2C=CC=CC1=2)=[N+](C)C)C.F[P-](F)(F)(F)(F)F. Product: [Cl:46][C:43]1[CH:44]=[CH:45][C:40]([CH2:39][C@@H:35]([NH:34][C:32](=[O:33])[O:31][C:27]([CH3:28])([CH3:29])[CH3:30])[C:36]([N:16]2[CH2:17][CH2:18][N:13]([C:11]3[C:12]4[C@H:4]([CH3:3])[CH2:5][CH2:6][C:7]=4[N:8]=[CH:9][N:10]=3)[C@@H:14]([CH3:19])[CH2:15]2)=[O:37])=[CH:41][C:42]=1[F:47]. The catalyst class is: 2. (4) Reactant: [F:1][C:2]1[CH:35]=[CH:34][C:5]([C:6](/[N:8]=[C:9]2\[NH:10][C:11]3[CH:26]=[CH:25][C:24]([CH2:27][N:28]4[CH2:33][CH2:32][O:31][CH2:30][CH2:29]4)=[CH:23][C:12]=3[N:13]\2[C@@H:14]2[CH2:19][CH2:18][C@H:17]([C:20](O)=[O:21])[CH2:16][CH2:15]2)=[O:7])=[CH:4][CH:3]=1.S(Cl)([Cl:38])=O. Product: [F:1][C:2]1[CH:35]=[CH:34][C:5]([C:6](/[N:8]=[C:9]2\[NH:10][C:11]3[CH:26]=[CH:25][C:24]([CH2:27][N:28]4[CH2:33][CH2:32][O:31][CH2:30][CH2:29]4)=[CH:23][C:12]=3[N:13]\2[C@@H:14]2[CH2:19][CH2:18][C@H:17]([C:20]([Cl:38])=[O:21])[CH2:16][CH2:15]2)=[O:7])=[CH:4][CH:3]=1. The catalyst class is: 2. (5) Product: [CH2:7]([O:10][C:11]1[CH:12]=[CH:13][C:14]([CH2:15][OH:16])=[CH:20][CH:21]=1)[CH2:8][CH3:9]. The catalyst class is: 28. Reactant: [H-].[H-].[H-].[H-].[Li+].[Al+3].[CH2:7]([O:10][C:11]1[CH:21]=[CH:20][C:14]([C:15](OCC)=[O:16])=[CH:13][CH:12]=1)[CH2:8][CH3:9].O.[OH-].[K+].